From a dataset of Peptide-MHC class I binding affinity with 185,985 pairs from IEDB/IMGT. Regression. Given a peptide amino acid sequence and an MHC pseudo amino acid sequence, predict their binding affinity value. This is MHC class I binding data. (1) The peptide sequence is VLWAHGFEL. The MHC is HLA-A11:01 with pseudo-sequence HLA-A11:01. The binding affinity (normalized) is 0. (2) The peptide sequence is TGIAIIAYI. The MHC is HLA-B51:01 with pseudo-sequence HLA-B51:01. The binding affinity (normalized) is 0.0847. (3) The peptide sequence is EVGTNFGTII. The MHC is HLA-A68:02 with pseudo-sequence HLA-A68:02. The binding affinity (normalized) is 0.237. (4) The peptide sequence is RLFFIDWEY. The MHC is SLA-30401 with pseudo-sequence SLA-30401. The binding affinity (normalized) is 0.0847. (5) The MHC is HLA-A03:01 with pseudo-sequence HLA-A03:01. The binding affinity (normalized) is 0. The peptide sequence is DAYRAIHSL. (6) The peptide sequence is RLRDLLLIVTR. The MHC is HLA-A30:02 with pseudo-sequence HLA-A30:02. The binding affinity (normalized) is 0.243.